This data is from Full USPTO retrosynthesis dataset with 1.9M reactions from patents (1976-2016). The task is: Predict the reactants needed to synthesize the given product. (1) Given the product [OH:1][C@@H:2]1[C@@H:7]([N:8]2[C:17](=[O:18])[C:16]3[C:11](=[C:12]4[CH:35]=[CH:34][CH:33]=[CH:32][C:13]4=[C:14]([CH2:19][C:20]4[CH:21]=[N:22][C:23]([CH:26]=[CH2:30])=[CH:24][CH:25]=4)[CH:15]=3)[N:10]=[CH:9]2)[CH2:6][CH2:5][O:4][CH2:3]1, predict the reactants needed to synthesize it. The reactants are: [OH:1][C@@H:2]1[C@@H:7]([N:8]2[C:17](=[O:18])[C:16]3[C:11](=[C:12]4[CH:35]=[CH:34][CH:33]=[CH:32][C:13]4=[C:14]([CH2:19][C:20]4[CH:21]=[N:22][C:23]([C:26]5C=NN(C)[CH:30]=5)=[CH:24][CH:25]=4)[CH:15]=3)[N:10]=[CH:9]2)[CH2:6][CH2:5][O:4][CH2:3]1.CN1C=C(B2OC(C)(C)C(C)(C)O2)C=N1. (2) Given the product [C:1]([O:5][C:6](=[O:37])[N:7]([CH2:12][C:13]1[N:17]([CH3:18])[C:16]([C:19]2[S:27][C:26]3[C:21](=[N:22][CH:23]=[CH:24][C:25]=3[O:28][C:29]3[CH:34]=[CH:33][C:32]([NH:35][C:42]([NH:52][CH:56]4[CH2:58][CH2:57]4)=[O:48])=[CH:31][C:30]=3[F:36])[CH:20]=2)=[N:15][CH:14]=1)[CH2:8][CH2:9][O:10][CH3:11])([CH3:4])([CH3:2])[CH3:3], predict the reactants needed to synthesize it. The reactants are: [C:1]([O:5][C:6](=[O:37])[N:7]([CH2:12][C:13]1[N:17]([CH3:18])[C:16]([C:19]2[S:27][C:26]3[C:21](=[N:22][CH:23]=[CH:24][C:25]=3[O:28][C:29]3[CH:34]=[CH:33][C:32]([NH2:35])=[CH:31][C:30]=3[F:36])[CH:20]=2)=[N:15][CH:14]=1)[CH2:8][CH2:9][O:10][CH3:11])([CH3:4])([CH3:3])[CH3:2].ClC(Cl)(O[C:42](=[O:48])OC(Cl)(Cl)Cl)Cl.CC[N:52]([CH:56]([CH3:58])[CH3:57])C(C)C.C1(N)CC1. (3) Given the product [CH2:32]([O:35][C:36]([N:29]1[CH2:30][CH2:31][CH:26]([NH:25][C:11]2[N:10]=[C:9]([NH2:8])[C:14]([C:15](=[O:16])[C:17]3[CH:22]=[CH:21][CH:20]=[CH:19][C:18]=3[O:23][CH3:24])=[CH:13][N:12]=2)[CH2:27][CH2:28]1)=[O:37])[CH2:33][CH3:34], predict the reactants needed to synthesize it. The reactants are: FC(F)(F)C(O)=O.[NH2:8][C:9]1[C:14]([C:15]([C:17]2[CH:22]=[CH:21][CH:20]=[CH:19][C:18]=2[O:23][CH3:24])=[O:16])=[CH:13][N:12]=[C:11]([NH:25][CH:26]2[CH2:31][CH2:30][NH:29][CH2:28][CH2:27]2)[N:10]=1.[CH2:32]([O:35][C:36](Cl)=[O:37])[CH2:33][CH3:34]. (4) Given the product [CH3:1][C:2]1[C:7]([N+:8]([O-:10])=[O:9])=[CH:6][CH:5]=[CH:4][C:3]=1[N:11]1[C:15](=[O:16])[N:14]([CH3:17])[N:13]=[N:12]1, predict the reactants needed to synthesize it. The reactants are: [CH3:1][C:2]1[C:7]([N+:8]([O-:10])=[O:9])=[CH:6][CH:5]=[CH:4][C:3]=1[N:11]1[C:15](=[O:16])[NH:14][N:13]=[N:12]1.[C:17](=O)([O-])[O-].[K+].[K+].S(OC)(OC)(=O)=O.C(=O)(O)[O-].[Na+]. (5) Given the product [CH3:1][N:2]1[C:6]([NH:7][C:8]([C:15]2[CH:16]=[CH:17][CH:18]=[CH:19][CH:20]=2)([C:21]2[CH:26]=[CH:25][CH:24]=[CH:23][CH:22]=2)[C:9]2[CH:10]=[CH:11][CH:12]=[CH:13][CH:14]=2)=[C:5]([NH:27][C:28]([N:59]([CH2:60][CH2:61][NH:62][C:63](=[O:69])[O:64][C:65]([CH3:66])([CH3:68])[CH3:67])[CH2:58][CH2:57][NH:56][C:37]([C:44]2[CH:49]=[CH:48][CH:47]=[CH:46][CH:45]=2)([C:50]2[CH:51]=[CH:52][CH:53]=[CH:54][CH:55]=2)[C:38]2[CH:43]=[CH:42][CH:41]=[CH:40][CH:39]=2)=[O:29])[CH:4]=[N:3]1, predict the reactants needed to synthesize it. The reactants are: [CH3:1][N:2]1[C:6]([NH:7][C:8]([C:21]2[CH:26]=[CH:25][CH:24]=[CH:23][CH:22]=2)([C:15]2[CH:20]=[CH:19][CH:18]=[CH:17][CH:16]=2)[C:9]2[CH:14]=[CH:13][CH:12]=[CH:11][CH:10]=2)=[C:5]([NH:27][C:28](=O)[O:29]C2C=CC=CC=2)[CH:4]=[N:3]1.[C:37]([NH:56][CH2:57][CH2:58][NH:59][CH2:60][CH2:61][NH:62][C:63](=[O:69])[O:64][C:65]([CH3:68])([CH3:67])[CH3:66])([C:50]1[CH:55]=[CH:54][CH:53]=[CH:52][CH:51]=1)([C:44]1[CH:49]=[CH:48][CH:47]=[CH:46][CH:45]=1)[C:38]1[CH:43]=[CH:42][CH:41]=[CH:40][CH:39]=1.C(N(C(C)C)C(C)C)C.C(OCC)(=O)C. (6) The reactants are: C1CCCCC=1.[N:7]([CH:10]([C:14]1[C:15]([Cl:25])=[N:16][C:17]2[C:22]([CH:23]=1)=[CH:21][CH:20]=[C:19]([F:24])[CH:18]=2)[CH2:11][CH:12]=[CH2:13])=[N+]=[N-]. Given the product [Cl:25][C:15]1[C:14]([CH:10]2[CH2:11][CH2:12][CH2:13][NH:7]2)=[CH:23][C:22]2[C:17](=[CH:18][C:19]([F:24])=[CH:20][CH:21]=2)[N:16]=1, predict the reactants needed to synthesize it.